Dataset: CYP3A4 inhibition data for predicting drug metabolism from PubChem BioAssay. Task: Regression/Classification. Given a drug SMILES string, predict its absorption, distribution, metabolism, or excretion properties. Task type varies by dataset: regression for continuous measurements (e.g., permeability, clearance, half-life) or binary classification for categorical outcomes (e.g., BBB penetration, CYP inhibition). Dataset: cyp3a4_veith. (1) The result is 1 (inhibitor). The drug is CCn1c(=O)[nH]c2cc(Cl)c(Cl)cc21. (2) The compound is C[N+]1(C)[C@H]2CC(OC(=O)[C@@H](CO)c3ccccc3)C[C@@H]1[C@@H]1O[C@@H]12.O=[N+]([O-])[O-]. The result is 0 (non-inhibitor). (3) The compound is CN1C(=O)CCS(=O)(=O)[C@@H]1c1ccc(Cl)cc1. The result is 0 (non-inhibitor).